From a dataset of Full USPTO retrosynthesis dataset with 1.9M reactions from patents (1976-2016). Predict the reactants needed to synthesize the given product. (1) Given the product [NH2:18][C@@H:13]1[CH2:12][C:11]2[C:15](=[CH:16][CH:17]=[C:9]([CH2:8][N:6]3[CH:7]=[C:3]([CH2:2][OH:1])[C:4]([C:29]([F:32])([F:31])[F:30])=[N:5]3)[CH:10]=2)[CH2:14]1, predict the reactants needed to synthesize it. The reactants are: [OH:1][CH2:2][C:3]1[C:4]([C:29]([F:32])([F:31])[F:30])=[N:5][N:6]([CH2:8][C:9]2[CH:10]=[C:11]3[C:15](=[CH:16][CH:17]=2)[CH2:14][C@H:13]([NH:18]C(=O)OCC2C=CC=CC=2)[CH2:12]3)[CH:7]=1.C(O)C.Cl.[H][H]. (2) Given the product [Cl:17][C:11]1[CH:12]=[C:13]([Cl:16])[CH:14]=[CH:15][C:10]=1[C:8]1[N:9]=[C:5]([C:3](=[O:4])[CH2:27][CH2:28][CH2:29][CH3:30])[S:6][C:7]=1[C:18]1[CH:19]=[CH:20][CH:21]=[CH:22][CH:23]=1, predict the reactants needed to synthesize it. The reactants are: CN(OC)[C:3]([C:5]1[S:6][C:7]([C:18]2[CH:23]=[CH:22][CH:21]=[CH:20][CH:19]=2)=[C:8]([C:10]2[CH:15]=[CH:14][C:13]([Cl:16])=[CH:12][C:11]=2[Cl:17])[N:9]=1)=[O:4].[Li][CH2:27][CH2:28][CH2:29][CH3:30].Cl. (3) Given the product [F:40][CH:7]([F:6])[C:8]1[N:12]([C:13]2[N:21]=[C:20]3[C:16]([N:17]=[CH:18][N:19]3[CH:22]3[CH2:27][CH2:26][N:25]([S:2]([CH3:1])(=[O:4])=[O:3])[CH2:24][CH2:23]3)=[C:15]([N:28]3[CH2:29][CH2:30][O:31][CH2:32][CH2:33]3)[N:14]=2)[C:11]2[CH:34]=[CH:35][CH:36]=[C:37]([O:38][CH3:39])[C:10]=2[N:9]=1, predict the reactants needed to synthesize it. The reactants are: [CH3:1][S:2](Cl)(=[O:4])=[O:3].[F:6][CH:7]([F:40])[C:8]1[N:12]([C:13]2[N:21]=[C:20]3[C:16]([N:17]=[CH:18][N:19]3[CH:22]3[CH2:27][CH2:26][NH:25][CH2:24][CH2:23]3)=[C:15]([N:28]3[CH2:33][CH2:32][O:31][CH2:30][CH2:29]3)[N:14]=2)[C:11]2[CH:34]=[CH:35][CH:36]=[C:37]([O:38][CH3:39])[C:10]=2[N:9]=1.C([O-])([O-])=O.[K+].[K+].O.